This data is from Peptide-MHC class II binding affinity with 134,281 pairs from IEDB. The task is: Regression. Given a peptide amino acid sequence and an MHC pseudo amino acid sequence, predict their binding affinity value. This is MHC class II binding data. (1) The peptide sequence is AILRRRRRIAEPATC. The MHC is DRB1_1001 with pseudo-sequence DRB1_1001. The binding affinity (normalized) is 0.511. (2) The peptide sequence is DFLELLRYLAVELLP. The MHC is DRB3_0202 with pseudo-sequence DRB3_0202. The binding affinity (normalized) is 0. (3) The peptide sequence is MAFLEESHPGIFENS. The MHC is DRB1_0802 with pseudo-sequence DRB1_0802. The binding affinity (normalized) is 0.0376. (4) The binding affinity (normalized) is 0.288. The peptide sequence is GEIGAIALDFKPGTS. The MHC is DRB3_0101 with pseudo-sequence DRB3_0101. (5) The peptide sequence is YQNPTTYISVGTSTLNQ. The MHC is DRB3_0101 with pseudo-sequence DRB3_0101. The binding affinity (normalized) is 0.445. (6) The peptide sequence is LNHVRIPIGYWAVNP. The MHC is DRB1_1501 with pseudo-sequence DRB1_1501. The binding affinity (normalized) is 0.682. (7) The peptide sequence is QVAFSYFPPPAAKED. The MHC is DRB1_0901 with pseudo-sequence DRB1_0901. The binding affinity (normalized) is 0.489. (8) The peptide sequence is YASVEAANASPLQVA. The MHC is HLA-DQA10102-DQB10502 with pseudo-sequence HLA-DQA10102-DQB10502. The binding affinity (normalized) is 0.0199.